Task: Regression. Given a target protein amino acid sequence and a drug SMILES string, predict the binding affinity score between them. We predict pIC50 (pIC50 = -log10(IC50 in M); higher means more potent). Dataset: bindingdb_ic50.. Dataset: Drug-target binding data from BindingDB using IC50 measurements (1) The target protein (P03359) has sequence MGQNNSTPLSLTLDHWKDVRTRAHNLSVKIRKGKWQTFCSSEWPTFGVGWPPEGTFNLSVIFAVKRIVFQETGGHPDQVPYIVVWQDLAQSPPPWVPPSAKIAVVSSPENTRGPSAGRPSAPPRPPIYPATDDLLLLSEPPPYPAALPPPLAPPAVGPAPGQAPDSSDPEGPAAGTRSRRARSPADDSGPDSTVILPLRAIGPPAEPNGLVPLQYWPFSSADLYNWKSNHPSFSENPAGLTGLLESLMFSHQPTWDDCQQLLQILFTTEERERILLEARKNVLGDNGAPTQLENLINEAFPLNRPQWDYNTAAGRERLLVYRRTLVAGLKGAARRPTNLAKVREVLQGPAEPPSVFLERLMEAYRRYTPFDPSEEGQQAAVAMAFIGQSAPDIKKKLQRLEGLQDYSLQDLVREAEKVYHKRETEEERQEREKKEAEERERRRDRRQEKNLTRILAAVVSERGSRDRQTGNLSNRARKTPRDGRPPLDKDQCAYCKEKGH.... The drug is CCCCCCCCO/N=C/c1cc2c3c4c(C)c(O)c2c(O)c1NC(=O)/C(C)=C\C=C\C(C)C(O)C(C)C(O)C(C)C(OC(C)=O)C(C)C(OC)/C=C/OC(C)(O4)C3=O. The pIC50 is 10. (2) The drug is CC(=O)CC(O)(C(=O)N[C@@H]1Cc2c[nH]c3cc(ccc23)-c2cc3cc(c2O)Oc2ccc(cc2)C[C@@H](C(=O)N[C@@H](C(=O)O)c2ccc(O)cc2)N(C)C(=O)[C@@H](c2cc(Cl)c(O)c(Cl)c2)NC(=O)[C@@H]3NC(=O)[C@@H](c2cc(Cl)c(O)c(Cl)c2)NC1=O)c1cc(Cl)c(O)c(Cl)c1. The target protein (P01730) has sequence MNRGVPFRHLLLVLQLALLPAATQGKKVVLGKKGDTVELTCTASQKKSIQFHWKNSNQIKILGNQGSFLTKGPSKLNDRADSRRSLWDQGNFPLIIKNLKIEDSDTYICEVEDQKEEVQLLVFGLTANSDTHLLQGQSLTLTLESPPGSSPSVQCRSPRGKNIQGGKTLSVSQLELQDSGTWTCTVLQNQKKVEFKIDIVVLAFQKASSIVYKKEGEQVEFSFPLAFTVEKLTGSGELWWQAERASSSKSWITFDLKNKEVSVKRVTQDPKLQMGKKLPLHLTLPQALPQYAGSGNLTLALEAKTGKLHQEVNLVVMRATQLQKNLTCEVWGPTSPKLMLSLKLENKEAKVSKREKAVWVLNPEAGMWQCLLSDSGQVLLESNIKVLPTWSTPVQPMALIVLGGVAGLLLFIGLGIFFCVRCRHRRRQAERMSQIKRLLSEKKTCQCPHRFQKTCSPI. The pIC50 is 6.9. (3) The pIC50 is 3.7. The drug is Cc1ccc(C(=O)CS(=O)(=O)c2ccccc2)cc1. The target protein (P80365) has sequence MERWPWPSGGAWLLVAARALLQLLRSDLRLGRPLLAALALLAALDWLCQRLLPPPAALAVLAAAGWIALSRLARPQRLPVATRAVLITGCDSGFGKETAKKLDSMGFTVLATVLELNSPGAIELRTCCSPRLRLLQMDLTKPGDISRVLEFTKAHTTSTGLWGLVNNAGHNEVVADAELSPVATFRSCMEVNFFGALELTKGLLPLLRSSRGRIVTVGSPAGDMPYPCLGAYGTSKAAVALLMDTFSCELLPWGVKVSIIQPGCFKTESVRNVGQWEKRKQLLLANLPQELLQAYGKDYIEHLHGQFLHSLRLAMSDLTPVVDAITDALLAARPRRRYYPGQGLGLMYFIHYYLPEGLRRRFLQAFFISHCLPRALQPGQPGTTPPQDAAQDPNLSPGPSPAVAR.